This data is from Catalyst prediction with 721,799 reactions and 888 catalyst types from USPTO. The task is: Predict which catalyst facilitates the given reaction. (1) The catalyst class is: 41. Reactant: [CH:1]1[C:6]([C:7]#[N:8])=[CH:5][C:4]2[C:9]([CH2:12][CH2:13][CH2:14][CH2:15][N:16]3[CH2:21][CH2:20][N:19]([C:22]4[CH:23]=[CH:24][C:25]5[O:30][C:29]([C:31]([NH2:33])=[O:32])=[CH:28][C:26]=5[CH:27]=4)[CH2:18][CH2:17]3)=[CH:10][NH:11][C:3]=2[CH:2]=1.[ClH:34]. Product: [CH:1]1[C:6]([C:7]#[N:8])=[CH:5][C:4]2[C:9]([CH2:12][CH2:13][CH2:14][CH2:15][N:16]3[CH2:17][CH2:18][N:19]([C:22]4[CH:23]=[CH:24][C:25]5[O:30][C:29]([C:31]([NH2:33])=[O:32])=[CH:28][C:26]=5[CH:27]=4)[CH2:20][CH2:21]3)=[CH:10][NH:11][C:3]=2[CH:2]=1.[ClH:34]. (2) Reactant: [NH:1]1[C:10]2[C:5](=[CH:6][CH:7]=[CH:8][CH:9]=2)[CH2:4][CH2:3][C:2]1=[O:11].C([O-])([O-])=O.[K+].[K+].[C@@H]1(N)CCCC[C@H]1N.Br[C:27]1[CH:32]=[CH:31][C:30]([CH3:33])=[CH:29][CH:28]=1. Product: [C:30]1([CH3:33])[CH:31]=[CH:32][C:27]([N:1]2[C:10]3[C:5](=[CH:6][CH:7]=[CH:8][CH:9]=3)[CH2:4][CH2:3][C:2]2=[O:11])=[CH:28][CH:29]=1. The catalyst class is: 185. (3) Product: [Cl:57][C:58]1[CH:59]=[CH:60][C:61]([C:62]([N:64]2[C:72]3[C:67](=[CH:68][C:69]([O:73][CH3:74])=[CH:70][CH:71]=3)[C:66]([CH2:75][C:76]([O:78][C:79]3[CH:95]=[CH:94][C:82]([C:83]([O:85][CH2:86][CH:87]([OH:88])[CH2:91][OH:90])=[O:84])=[CH:81][CH:80]=3)=[O:77])=[C:65]2[CH3:96])=[O:63])=[CH:97][CH:98]=1. Reactant: CN(C(ON1N=NC2C=CC=CC1=2)=[N+](C)C)C.F[P-](F)(F)(F)(F)F.CC1N(C(C2C=CC(Cl)=CC=2)=O)C2C=CC(OC)=CC=2C=1CC(O)=O.C(N(CC)CC)C.[Cl:57][C:58]1[CH:98]=[CH:97][C:61]([C:62]([N:64]2[C:72]3[C:67](=[CH:68][C:69]([O:73][CH3:74])=[CH:70][CH:71]=3)[C:66]([CH2:75][C:76]([O:78][C:79]3[CH:95]=[CH:94][C:82]([C:83]([O:85][CH2:86][CH:87]4[CH2:91][O:90]C(C)(C)[O:88]4)=[O:84])=[CH:81][CH:80]=3)=[O:77])=[C:65]2[CH3:96])=[O:63])=[CH:60][CH:59]=1. The catalyst class is: 2. (4) Reactant: [F:1][C:2]1[CH:7]=[CH:6][C:5]([O:8][CH3:9])=[CH:4][C:3]=1[C:10]1[CH:15]=[CH:14][C:13]([OH:16])=[CH:12][C:11]=1[CH2:17][C:18]([CH3:22])([CH3:21])[C:19]#[N:20].[CH:23]1([CH:26]([C:33]2[CH:38]=[CH:37][N:36]=[C:35]([CH2:39]O)[CH:34]=2)[CH2:27][C:28]([O:30][CH2:31][CH3:32])=[O:29])[CH2:25][CH2:24]1.C(P(CCCC)CCCC)CCC.N(C(N1CCCCC1)=O)=NC(N1CCCCC1)=O. Product: [C:19]([C:18]([CH3:22])([CH3:21])[CH2:17][C:11]1[CH:12]=[C:13]([O:16][CH2:39][C:35]2[CH:34]=[C:33]([CH:26]([CH:23]3[CH2:24][CH2:25]3)[CH2:27][C:28]([O:30][CH2:31][CH3:32])=[O:29])[CH:38]=[CH:37][N:36]=2)[CH:14]=[CH:15][C:10]=1[C:3]1[CH:4]=[C:5]([O:8][CH3:9])[CH:6]=[CH:7][C:2]=1[F:1])#[N:20]. The catalyst class is: 345.